Predict the product of the given reaction. From a dataset of Forward reaction prediction with 1.9M reactions from USPTO patents (1976-2016). (1) Given the reactants [N+:1]([O-:4])(O)=[O:2].[C:5]([NH:8][C:9]1[CH:18]=[C:17]([F:19])[CH:16]=[CH:15][C:10]=1[C:11]([O:13][CH3:14])=[O:12])(=[O:7])[CH3:6], predict the reaction product. The product is: [C:5]([NH:8][C:9]1[CH:18]=[C:17]([F:19])[C:16]([N+:1]([O-:4])=[O:2])=[CH:15][C:10]=1[C:11]([O:13][CH3:14])=[O:12])(=[O:7])[CH3:6]. (2) The product is: [CH:3]1([O:8][C:9]2[CH:10]=[C:11]([N:17]3[CH2:22][CH2:21][N:20]([C:45](=[O:46])[CH2:44][C:41]4[N:40]=[C:39]([CH3:38])[NH:43][N:42]=4)[C@@H:19]([CH2:23][N:24]4[CH2:25][CH2:26][CH2:27][CH2:28]4)[CH2:18]3)[CH:12]=[CH:13][C:14]=2[O:15][CH3:16])[CH2:7][CH2:6][CH2:5][CH2:4]1. Given the reactants Cl.Cl.[CH:3]1([O:8][C:9]2[CH:10]=[C:11]([N:17]3[CH2:22][CH2:21][NH:20][C@@H:19]([CH2:23][N:24]4[CH2:28][CH2:27][CH2:26][CH2:25]4)[CH2:18]3)[CH:12]=[CH:13][C:14]=2[O:15][CH3:16])[CH2:7][CH2:6][CH2:5][CH2:4]1.C(N(C(C)C)CC)(C)C.[CH3:38][C:39]1[NH:43][N:42]=[C:41]([CH2:44][C:45](O)=[O:46])[N:40]=1.CN(C(ON1N=NC2C=CC=CC1=2)=[N+](C)C)C.F[P-](F)(F)(F)(F)F, predict the reaction product.